This data is from Catalyst prediction with 721,799 reactions and 888 catalyst types from USPTO. The task is: Predict which catalyst facilitates the given reaction. (1) Reactant: Br[C:2]1[CH:7]=[CH:6][C:5]([CH:8]2[N:12]([C:13]3[CH:18]=[CH:17][C:16]([F:19])=[CH:15][C:14]=3[F:20])[N:11]=[C:10]([C:21]([C:27]([F:30])([F:29])[F:28])([C:23]([F:26])([F:25])[F:24])[OH:22])[CH2:9]2)=[CH:4][CH:3]=1.[C:31]([N:38]1[CH2:43][CH2:42][NH:41][CH2:40][CH2:39]1)([O:33][C:34]([CH3:37])([CH3:36])[CH3:35])=[O:32].C1C=CC(P(C2C(C3C(P(C4C=CC=CC=4)C4C=CC=CC=4)=CC=C4C=3C=CC=C4)=C3C(C=CC=C3)=CC=2)C2C=CC=CC=2)=CC=1.CC(C)([O-])C.[Na+]. Product: [F:20][C:14]1[CH:15]=[C:16]([F:19])[CH:17]=[CH:18][C:13]=1[N:12]1[CH:8]([C:5]2[CH:6]=[CH:7][C:2]([N:41]3[CH2:40][CH2:39][N:38]([C:31]([O:33][C:34]([CH3:37])([CH3:36])[CH3:35])=[O:32])[CH2:43][CH2:42]3)=[CH:3][CH:4]=2)[CH2:9][C:10]([C:21]([C:23]([F:24])([F:26])[F:25])([C:27]([F:29])([F:28])[F:30])[OH:22])=[N:11]1. The catalyst class is: 187. (2) Reactant: [CH2:1]([O:8][C:9](=[O:23])[NH:10][CH2:11][CH2:12][CH2:13][N:14]1[CH2:21][CH2:20][C:17]2([CH2:19][CH2:18]2)[C@H:16]([OH:22])[CH2:15]1)[C:2]1[CH:7]=[CH:6][CH:5]=[CH:4][CH:3]=1.[C:24]([Si:28]([CH3:31])([CH3:30])Cl)([CH3:27])([CH3:26])[CH3:25].N1C=CN=C1. Product: [CH2:1]([O:8][C:9](=[O:23])[NH:10][CH2:11][CH2:12][CH2:13][N:14]1[CH2:21][CH2:20][C:17]2([CH2:18][CH2:19]2)[C@H:16]([O:22][Si:28]([C:24]([CH3:27])([CH3:26])[CH3:25])([CH3:31])[CH3:30])[CH2:15]1)[C:2]1[CH:3]=[CH:4][CH:5]=[CH:6][CH:7]=1. The catalyst class is: 546. (3) Reactant: [CH2:1]([NH2:8])[C:2]1[CH:7]=[CH:6][CH:5]=[CH:4][CH:3]=1.C(=O)([O-])[O-].[K+].[K+].[CH3:15][O:16][C:17](=[O:34])[C@H:18]([NH:29][C:30](=[O:33])[CH2:31]Cl)[CH2:19][C:20]1[CH:25]=[CH:24][C:23]([CH3:26])=[C:22]([O:27][CH3:28])[CH:21]=1.Cl. Product: [CH3:15][O:16][C:17](=[O:34])[C@H:18]([NH:29][C:30](=[O:33])[CH2:31][NH:8][CH2:1][C:2]1[CH:7]=[CH:6][CH:5]=[CH:4][CH:3]=1)[CH2:19][C:20]1[CH:25]=[CH:24][C:23]([CH3:26])=[C:22]([O:27][CH3:28])[CH:21]=1. The catalyst class is: 204.